This data is from NCI-60 drug combinations with 297,098 pairs across 59 cell lines. The task is: Regression. Given two drug SMILES strings and cell line genomic features, predict the synergy score measuring deviation from expected non-interaction effect. (1) Drug 1: CC1=C(C(=O)C2=C(C1=O)N3CC4C(C3(C2COC(=O)N)OC)N4)N. Drug 2: C(CN)CNCCSP(=O)(O)O. Cell line: U251. Synergy scores: CSS=31.3, Synergy_ZIP=4.63, Synergy_Bliss=12.4, Synergy_Loewe=-15.7, Synergy_HSA=6.89. (2) Drug 1: CCC1=CC2CC(C3=C(CN(C2)C1)C4=CC=CC=C4N3)(C5=C(C=C6C(=C5)C78CCN9C7C(C=CC9)(C(C(C8N6C)(C(=O)OC)O)OC(=O)C)CC)OC)C(=O)OC.C(C(C(=O)O)O)(C(=O)O)O. Drug 2: C1=NNC2=C1C(=O)NC=N2. Cell line: NCI-H226. Synergy scores: CSS=26.3, Synergy_ZIP=-0.0317, Synergy_Bliss=1.72, Synergy_Loewe=-34.5, Synergy_HSA=0.138. (3) Drug 1: C1CC(C1)(C(=O)O)C(=O)O.[NH2-].[NH2-].[Pt+2]. Drug 2: CC12CCC3C(C1CCC2O)C(CC4=C3C=CC(=C4)O)CCCCCCCCCS(=O)CCCC(C(F)(F)F)(F)F. Synergy scores: CSS=2.48, Synergy_ZIP=0.281, Synergy_Bliss=7.13, Synergy_Loewe=0.901, Synergy_HSA=2.17. Cell line: HCC-2998. (4) Drug 1: CC=C1C(=O)NC(C(=O)OC2CC(=O)NC(C(=O)NC(CSSCCC=C2)C(=O)N1)C(C)C)C(C)C. Drug 2: CC1C(C(CC(O1)OC2CC(OC(C2O)C)OC3=CC4=CC5=C(C(=O)C(C(C5)C(C(=O)C(C(C)O)O)OC)OC6CC(C(C(O6)C)O)OC7CC(C(C(O7)C)O)OC8CC(C(C(O8)C)O)(C)O)C(=C4C(=C3C)O)O)O)O. Cell line: KM12. Synergy scores: CSS=74.8, Synergy_ZIP=1.47, Synergy_Bliss=1.25, Synergy_Loewe=-8.55, Synergy_HSA=0.650. (5) Drug 1: CC1C(C(CC(O1)OC2CC(CC3=C2C(=C4C(=C3O)C(=O)C5=C(C4=O)C(=CC=C5)OC)O)(C(=O)C)O)N)O.Cl. Drug 2: CCCCCOC(=O)NC1=NC(=O)N(C=C1F)C2C(C(C(O2)C)O)O. Cell line: MALME-3M. Synergy scores: CSS=24.5, Synergy_ZIP=-5.24, Synergy_Bliss=1.85, Synergy_Loewe=-19.5, Synergy_HSA=-0.887. (6) Drug 1: C1=NC2=C(N=C(N=C2N1C3C(C(C(O3)CO)O)F)Cl)N. Drug 2: CC(C)CN1C=NC2=C1C3=CC=CC=C3N=C2N. Cell line: RPMI-8226. Synergy scores: CSS=19.5, Synergy_ZIP=4.92, Synergy_Bliss=-0.889, Synergy_Loewe=8.17, Synergy_HSA=-0.172. (7) Cell line: RPMI-8226. Drug 1: C1=CC(=CC=C1CCCC(=O)O)N(CCCl)CCCl. Synergy scores: CSS=47.6, Synergy_ZIP=-4.32, Synergy_Bliss=-9.05, Synergy_Loewe=-10.1, Synergy_HSA=-7.78. Drug 2: C1=NC2=C(N=C(N=C2N1C3C(C(C(O3)CO)O)O)F)N. (8) Drug 1: CC1=C2C(C(=O)C3(C(CC4C(C3C(C(C2(C)C)(CC1OC(=O)C(C(C5=CC=CC=C5)NC(=O)OC(C)(C)C)O)O)OC(=O)C6=CC=CC=C6)(CO4)OC(=O)C)O)C)O. Drug 2: COC1=C2C(=CC3=C1OC=C3)C=CC(=O)O2. Cell line: DU-145. Synergy scores: CSS=8.10, Synergy_ZIP=-10.8, Synergy_Bliss=-20.3, Synergy_Loewe=-54.1, Synergy_HSA=-20.2.